From a dataset of Forward reaction prediction with 1.9M reactions from USPTO patents (1976-2016). Predict the product of the given reaction. Given the reactants Br[C:2]1[CH:10]=[CH:9][C:8]([C:11]([NH2:13])=[O:12])=[C:7]2[C:3]=1[CH:4]=[CH:5][NH:6]2.CC1(C)C(C)(C)OB([C:22]2[CH:23]=[C:24]([CH:26]=[CH:27][CH:28]=2)[NH2:25])O1.C(=O)([O-])[O-].[Na+].[Na+], predict the reaction product. The product is: [NH2:25][C:24]1[CH:23]=[C:22]([C:2]2[CH:10]=[CH:9][C:8]([C:11]([NH2:13])=[O:12])=[C:7]3[C:3]=2[CH:4]=[CH:5][NH:6]3)[CH:28]=[CH:27][CH:26]=1.